This data is from Full USPTO retrosynthesis dataset with 1.9M reactions from patents (1976-2016). The task is: Predict the reactants needed to synthesize the given product. (1) The reactants are: [C:1]([NH:5][C:6](=[O:39])[CH2:7][O:8][C:9]1[CH:10]=[CH:11][C:12]2[O:16][C:15]([NH:17][CH:18]3[CH2:23][CH2:22][N:21]([CH2:24][C:25]4[CH:30]=[C:29]([O:31][CH2:32][CH3:33])[C:28](F)=[C:27]([O:35][CH2:36][CH3:37])[CH:26]=4)[CH2:20][CH2:19]3)=[N:14][C:13]=2[CH:38]=1)([CH3:4])([CH3:3])[CH3:2].C(OC1C=C(C=O)C=C(OCC)C=1[C:54]1[CH:59]=[CH:58][C:57]([F:60])=[CH:56][CH:55]=1)C.C([BH3-])#N.[Na+].C(N(C(C)C)C(C)C)C. Given the product [C:1]([NH:5][C:6](=[O:39])[CH2:7][O:8][C:9]1[CH:10]=[CH:11][C:12]2[O:16][C:15]([NH:17][CH:18]3[CH2:23][CH2:22][N:21]([CH2:24][C:25]4[CH:26]=[C:27]([O:35][CH2:36][CH3:37])[C:28]([C:54]5[CH:59]=[CH:58][C:57]([F:60])=[CH:56][CH:55]=5)=[C:29]([O:31][CH2:32][CH3:33])[CH:30]=4)[CH2:20][CH2:19]3)=[N:14][C:13]=2[CH:38]=1)([CH3:2])([CH3:4])[CH3:3], predict the reactants needed to synthesize it. (2) Given the product [CH3:1][O:2]/[N:3]=[C:4](\[C:11]([NH:13][C@@H:14]1[C:17](=[O:18])[N:16]2[C:19]([C:32]([OH:34])=[O:33])=[C:20]([CH2:23][S:24][C:25]([C:27]3[O:31][CH:30]=[CH:29][CH:28]=3)=[O:26])[CH2:21][S:22][C@H:15]12)=[O:12])/[C:5]1[N:9]=[C:8]([NH2:10])[S:7][CH:6]=1.[ClH:36], predict the reactants needed to synthesize it. The reactants are: [CH3:1][O:2]/[N:3]=[C:4](\[C:11]([NH:13][C@@H:14]1[C:17](=[O:18])[N:16]2[C:19]([C:32]([O-:34])=[O:33])=[C:20]([CH2:23][S:24][C:25]([C:27]3[O:31][CH:30]=[CH:29][CH:28]=3)=[O:26])[CH2:21][S:22][C@H:15]12)=[O:12])/[C:5]1[N:9]=[C:8]([NH2:10])[S:7][CH:6]=1.[Na+].[Cl-:36].[Na+].Cl.C(OC(C)C)(C)C. (3) The reactants are: [N:1]1([C:7]([N:9]2[CH2:14][CH:13]([C:15]3[CH:20]=[CH:19][C:18]([C:21]([F:24])([F:23])[F:22])=[CH:17][CH:16]=3)[CH2:12][CH:11]([CH2:25][S:26][C:27]3[CH:32]=[CH:31][CH:30]=[CH:29][CH:28]=3)[CH2:10]2)=[O:8])[CH2:6][CH2:5][O:4][CH2:3][CH2:2]1.ClC1C=C(C=CC=1)C(OO)=[O:38]. Given the product [N:1]1([C:7]([N:9]2[CH2:14][CH:13]([C:15]3[CH:16]=[CH:17][C:18]([C:21]([F:22])([F:23])[F:24])=[CH:19][CH:20]=3)[CH2:12][CH:11]([CH2:25][S:26]([C:27]3[CH:32]=[CH:31][CH:30]=[CH:29][CH:28]=3)=[O:38])[CH2:10]2)=[O:8])[CH2:6][CH2:5][O:4][CH2:3][CH2:2]1, predict the reactants needed to synthesize it. (4) The reactants are: [N+:1]([C:4]1[CH:9]=[CH:8][C:7]([S:10]([N-:13][CH3:14])(=[O:12])=[O:11])=[CH:6][CH:5]=1)([O-])=O.O.NN. Given the product [NH2:1][C:4]1[CH:9]=[CH:8][C:7]([S:10]([NH:13][CH3:14])(=[O:12])=[O:11])=[CH:6][CH:5]=1, predict the reactants needed to synthesize it. (5) Given the product [CH2:16]([N:10]1[C:9](=[O:23])[C:8]2[CH:7]=[N:6][C:5]([C:3]([NH:24][CH2:25][C:26]([OH:28])=[O:27])=[O:4])=[C:14]([OH:15])[C:13]=2[CH:12]=[CH:11]1)[C:17]1[CH:22]=[CH:21][CH:20]=[CH:19][CH:18]=1, predict the reactants needed to synthesize it. The reactants are: CO[C:3]([C:5]1[N:6]=[CH:7][C:8]2[C:9](=[O:23])[N:10]([CH2:16][C:17]3[CH:22]=[CH:21][CH:20]=[CH:19][CH:18]=3)[CH:11]=[CH:12][C:13]=2[C:14]=1[OH:15])=[O:4].[NH2:24][CH2:25][C:26]([OH:28])=[O:27].C[O-].[Na+]. (6) Given the product [CH2:20]([O:22][CH2:23][CH2:24][O:25][C:26]1[CH:27]=[C:28](/[CH:29]=[C:14](\[O:13][CH2:12][CH3:11])/[C:15]([O:17][CH2:18][CH3:19])=[O:16])[CH:31]=[CH:32][C:33]=1[I:34])[CH3:21], predict the reactants needed to synthesize it. The reactants are: [H-].[Na+].C(OP([CH2:11][CH2:12][O:13][CH2:14][C:15]([O:17][CH2:18][CH3:19])=[O:16])(OCC)=O)C.[CH2:20]([O:22][CH2:23][CH2:24][O:25][C:26]1[CH:27]=[C:28]([CH:31]=[CH:32][C:33]=1[I:34])[CH:29]=O)[CH3:21].O. (7) Given the product [CH3:42][O:41][C:36]1[CH:37]=[CH:38][CH:39]=[CH:40][C:35]=1[NH:34][S:31]([C:28]1[CH:29]=[CH:30][C:25]([N:46]2[CH2:51][CH2:50][NH:49][CH2:48][CH2:47]2)=[C:26]([N+:43]([O-:45])=[O:44])[CH:27]=1)(=[O:33])=[O:32], predict the reactants needed to synthesize it. The reactants are: ClC1C=CC(S(Cl)(=O)=O)=CC=1[N+]([O-])=O.COC1C=CC=CC=1N.Cl[C:25]1[CH:30]=[CH:29][C:28]([S:31]([NH:34][C:35]2[CH:40]=[CH:39][CH:38]=[CH:37][C:36]=2[O:41][CH3:42])(=[O:33])=[O:32])=[CH:27][C:26]=1[N+:43]([O-:45])=[O:44].[NH:46]1[CH2:51][CH2:50][NH:49][CH2:48][CH2:47]1. (8) Given the product [CH3:1][CH:2]([CH2:15][CH2:16][CH2:17][CH:18]([CH3:25])[CH2:19][CH2:20][CH2:21][CH:22]([CH3:24])[CH3:23])[CH2:3][CH2:4][CH2:5][CH2:6][O:7][CH2:8][C@@H:9]([C@@H:11]([CH2:13][OH:14])[OH:12])[OH:10].[OH2:7], predict the reactants needed to synthesize it. The reactants are: [CH3:1][CH:2]([CH2:15][CH2:16][CH2:17][CH:18]([CH3:25])[CH2:19][CH2:20][CH2:21][CH:22]([CH3:24])[CH3:23])[CH2:3][CH2:4][CH2:5][CH2:6][O:7][CH2:8][C@@H:9]([C@@H:11]([CH2:13][OH:14])[OH:12])[OH:10]. (9) Given the product [ClH:2].[CH3:24][C:23]1[CH:22]=[CH:21][C:20]([NH:25][C:26](=[O:37])[C:27]2[CH:32]=[CH:31][C:30]([O:33][CH3:34])=[C:29]([O:35][CH3:36])[CH:28]=2)=[CH:19][C:18]=1[NH:17][C:3]1[C:12]2[C:7](=[CH:8][C:9]([O:15][CH3:16])=[C:10]([O:13][CH3:14])[CH:11]=2)[N:6]=[CH:5][CH:4]=1, predict the reactants needed to synthesize it. The reactants are: Cl.[Cl:2][C:3]1[C:12]2[C:7](=[CH:8][C:9]([O:15][CH3:16])=[C:10]([O:13][CH3:14])[CH:11]=2)[N:6]=[CH:5][CH:4]=1.[NH2:17][C:18]1[CH:19]=[C:20]([NH:25][C:26](=[O:37])[C:27]2[CH:32]=[CH:31][C:30]([O:33][CH3:34])=[C:29]([O:35][CH3:36])[CH:28]=2)[CH:21]=[CH:22][C:23]=1[CH3:24].